Dataset: Forward reaction prediction with 1.9M reactions from USPTO patents (1976-2016). Task: Predict the product of the given reaction. Given the reactants [Cl:1][C:2]1[CH:3]=[CH:4][C:5]([O:24][CH3:25])=[C:6]([NH:8][C:9]2[S:10][C:11]([CH3:23])=[C:12]([C:14]3[CH:19]=[CH:18][CH:17]=[C:16]([N+:20]([O-])=O)[CH:15]=3)[N:13]=2)[CH:7]=1.O.O.Cl[Sn]Cl, predict the reaction product. The product is: [NH2:20][C:16]1[CH:15]=[C:14]([C:12]2[N:13]=[C:9]([NH:8][C:6]3[CH:7]=[C:2]([Cl:1])[CH:3]=[CH:4][C:5]=3[O:24][CH3:25])[S:10][C:11]=2[CH3:23])[CH:19]=[CH:18][CH:17]=1.